Task: Predict which catalyst facilitates the given reaction.. Dataset: Catalyst prediction with 721,799 reactions and 888 catalyst types from USPTO (1) Reactant: N1[CH:5]=[CH:4][N:3]=C1.[CH3:6][C:7]([Si:10](Cl)([CH3:12])[CH3:11])([CH3:9])[CH3:8].[OH2:14]. Product: [C:7]([Si:10]([CH3:12])([CH3:11])[O:14][CH2:5][CH2:4][NH2:3])([CH3:9])([CH3:8])[CH3:6]. The catalyst class is: 2. (2) Reactant: C([O-])(C)(C)C.[K+].[C:7]([C:9]1[CH:10]=[C:11]2[C:15](=[CH:16][CH:17]=1)[NH:14][C:13](=[O:18])[C@@:12]2([NH:28][C:29]([N:31]1[CH2:34][C:33]2([CH2:37][N:36]([CH:38]3[CH2:43][CH2:42][N:41]([CH:44]([CH3:46])[CH3:45])[CH2:40][CH2:39]3)[CH2:35]2)[CH2:32]1)=[O:30])[C:19]1[C:20]([O:25][CH2:26][CH3:27])=[N:21][CH:22]=[CH:23][CH:24]=1)#[N:8].[C:47]([C:49]1[CH:54]=[CH:53][C:52]([S:55](Cl)(=[O:57])=[O:56])=[CH:51][CH:50]=1)#[N:48].C([O-])([O-])=O.[K+].[K+]. Product: [C:7]([C:9]1[CH:10]=[C:11]2[C:15](=[CH:16][CH:17]=1)[N:14]([S:55]([C:52]1[CH:51]=[CH:50][C:49]([C:47]#[N:48])=[CH:54][CH:53]=1)(=[O:57])=[O:56])[C:13](=[O:18])[C@@:12]2([NH:28][C:29]([N:31]1[CH2:34][C:33]2([CH2:37][N:36]([CH:38]3[CH2:39][CH2:40][N:41]([CH:44]([CH3:45])[CH3:46])[CH2:42][CH2:43]3)[CH2:35]2)[CH2:32]1)=[O:30])[C:19]1[C:20]([O:25][CH2:26][CH3:27])=[N:21][CH:22]=[CH:23][CH:24]=1)#[N:8]. The catalyst class is: 1. (3) Reactant: [Br:1][C:2]1[CH:3]=[CH:4][C:5]([F:10])=[C:6]([CH:9]=1)[CH:7]=O.[C:11]([O:15][C:16]([NH:18][CH:19](P(OC)(OC)=O)[C:20]([O:22][CH3:23])=[O:21])=[O:17])([CH3:14])([CH3:13])[CH3:12].O.C(OCC)(=O)C. Product: [Br:1][C:2]1[CH:3]=[CH:4][C:5]([F:10])=[C:6](/[CH:7]=[C:19](\[NH:18][C:16]([O:15][C:11]([CH3:14])([CH3:13])[CH3:12])=[O:17])/[C:20]([O:22][CH3:23])=[O:21])[CH:9]=1. The catalyst class is: 7. (4) Reactant: [C:1]([C:3]1([C:6]([OH:8])=O)[CH2:5][CH2:4]1)#[N:2].C(Cl)(=O)C([Cl:12])=O.CN(C)C=O.Cl.[F:21][C:22]1[CH:46]=[CH:45][CH:44]=[CH:43][C:23]=1[CH2:24][N:25]1[C:29]([C:30]2[O:31][CH:32]=[CH:33][N:34]=2)=[CH:28][C:27]([C:35]2[N:40]=[C:39]([NH2:41])[C:38]([NH2:42])=[CH:37][N:36]=2)=[N:26]1. Product: [Cl-:12].[NH4+:2].[NH2:41][C:39]1[C:38]([NH:42][C:6]([C:3]2([C:1]#[N:2])[CH2:5][CH2:4]2)=[O:8])=[CH:37][N:36]=[C:35]([C:27]2[CH:28]=[C:29]([C:30]3[O:31][CH:32]=[CH:33][N:34]=3)[N:25]([CH2:24][C:23]3[CH:43]=[CH:44][CH:45]=[CH:46][C:22]=3[F:21])[N:26]=2)[N:40]=1. The catalyst class is: 4.